This data is from Reaction yield outcomes from USPTO patents with 853,638 reactions. The task is: Predict the reaction yield, written as a fraction of the theoretical maximum amount of product (1.0 means a 100% yield; for example, 0.34 means a 34% yield). (1) The reactants are [CH3:1][O:2][C:3]1[CH:4]=[C:5]([CH:14]=[CH:15][C:16]=1[O:17][CH3:18])[CH:6]=[N:7][CH2:8][CH:9]([O:12][CH3:13])[O:10][CH3:11].[BH4-].[Na+]. The catalyst is C(O)C.O. The product is [CH3:1][O:2][C:3]1[CH:4]=[C:5]([CH:14]=[CH:15][C:16]=1[O:17][CH3:18])[CH2:6][NH:7][CH2:8][CH:9]([O:10][CH3:11])[O:12][CH3:13]. The yield is 0.880. (2) The reactants are [C:1]([C:3]1[CH2:4][N:5]([C:26]([O:28][C:29]([CH3:32])([CH3:31])[CH3:30])=[O:27])[CH2:6][CH2:7][C:8]=1[N:9]([CH2:23][C:24]#[N:25])[C:10]1[CH:15]=[CH:14][C:13]([O:16][C:17]2[CH:22]=[CH:21][CH:20]=[CH:19][CH:18]=2)=[CH:12][CH:11]=1)#[N:2].C(O[Na])(C)(C)C. The catalyst is CC(O)(C)C. The product is [NH2:2][C:1]1[C:3]2[CH2:4][N:5]([C:26]([O:28][C:29]([CH3:32])([CH3:31])[CH3:30])=[O:27])[CH2:6][CH2:7][C:8]=2[N:9]([C:10]2[CH:11]=[CH:12][C:13]([O:16][C:17]3[CH:22]=[CH:21][CH:20]=[CH:19][CH:18]=3)=[CH:14][CH:15]=2)[C:23]=1[C:24]#[N:25]. The yield is 0.479. (3) The reactants are [N:1]1[C:10]2[CH:9]([N:11]([CH2:30][C:31]3[CH:47]=[CH:46][C:34]([CH2:35][NH:36][S:37]([C:40]4[CH:45]=[CH:44][CH:43]=[CH:42][N:41]=4)(=[O:39])=[O:38])=[CH:33][CH:32]=3)[CH2:12][C:13]3[N:17](COCC[Si](C)(C)C)[C:16]4[CH:26]=[CH:27][CH:28]=[CH:29][C:15]=4[N:14]=3)[CH2:8][CH2:7][CH2:6][C:5]=2[CH:4]=[CH:3][CH:2]=1.Cl. No catalyst specified. The product is [NH:14]1[C:15]2[CH:29]=[CH:28][CH:27]=[CH:26][C:16]=2[N:17]=[C:13]1[CH2:12][N:11]([CH2:30][C:31]1[CH:32]=[CH:33][C:34]([CH2:35][NH:36][S:37]([C:40]2[CH:45]=[CH:44][CH:43]=[CH:42][N:41]=2)(=[O:38])=[O:39])=[CH:46][CH:47]=1)[CH:9]1[C:10]2[N:1]=[CH:2][CH:3]=[CH:4][C:5]=2[CH2:6][CH2:7][CH2:8]1. The yield is 0.850. (4) The reactants are [CH3:1][C:2]1[C:3]([C:19]([O:21][CH2:22][CH3:23])=[O:20])=[C:4]2[CH:9]=[CH:8][CH:7]=[N:6][N:5]2[C:10]=1[CH:11]([CH:13]1[CH2:18][CH2:17][NH:16][CH2:15][CH2:14]1)[CH3:12].Br[CH2:25][CH2:26][C:27]([F:30])([F:29])[F:28].C(=O)([O-])[O-].[K+].[K+]. The catalyst is C(#N)C.CCOC(C)=O.O. The product is [CH3:1][C:2]1[C:3]([C:19]([O:21][CH2:22][CH3:23])=[O:20])=[C:4]2[CH:9]=[CH:8][CH:7]=[N:6][N:5]2[C:10]=1[CH:11]([CH:13]1[CH2:18][CH2:17][N:16]([CH2:25][CH2:26][C:27]([F:30])([F:29])[F:28])[CH2:15][CH2:14]1)[CH3:12]. The yield is 0.770. (5) The reactants are [CH3:1][N:2]1[C:10]2[C:5](=[CH:6][CH:7]=[CH:8][C:9]=2[CH3:11])[CH:4]=[C:3]1[CH2:12][NH:13][CH3:14].CNCC1C=CC2C(=CC=CC=2)C=1CCC.[ClH:31].[NH2:32][C:33]1[N:38]=[CH:37][C:36](/[CH:39]=[CH:40]/[C:41]([OH:43])=O)=[CH:35][C:34]=1[CH2:44][N:45]1[CH2:50][CH2:49][O:48][CH2:47][CH2:46]1.Cl.CN1CC2C=C(/C=C/C(O)=O)C=NC=2NC(=O)C1. No catalyst specified. The product is [ClH:31].[NH2:32][C:33]1[N:38]=[CH:37][C:36](/[CH:39]=[CH:40]/[C:41]([N:13]([CH2:12][C:3]2[N:2]([CH3:1])[C:10]3[C:5]([CH:4]=2)=[CH:6][CH:7]=[CH:8][C:9]=3[CH3:11])[CH3:14])=[O:43])=[CH:35][C:34]=1[CH2:44][N:45]1[CH2:50][CH2:49][O:48][CH2:47][CH2:46]1. The yield is 0.800. (6) The reactants are [Br:1][C:2]1[CH:7]=[CH:6][C:5]([OH:8])=[C:4]([Cl:9])[CH:3]=1.[NH2:10]OS(O)(=O)=O. No catalyst specified. The product is [ClH:9].[Cl:9][C:4]1[CH:3]=[C:2]([Br:1])[CH:7]=[CH:6][C:5]=1[O:8][NH2:10]. The yield is 0.280. (7) The reactants are I[CH:2]1[CH2:5][N:4]([C:6]([O:8][C:9]([CH3:12])([CH3:11])[CH3:10])=[O:7])[CH2:3]1.[N+:13]([C:16]1[N:21]=[CH:20][C:19]([OH:22])=[CH:18][CH:17]=1)([O-:15])=[O:14].C([O-])([O-])=O.[Cs+].[Cs+]. The catalyst is CN(C=O)C. The product is [N+:13]([C:16]1[N:21]=[CH:20][C:19]([O:22][CH:2]2[CH2:5][N:4]([C:6]([O:8][C:9]([CH3:12])([CH3:11])[CH3:10])=[O:7])[CH2:3]2)=[CH:18][CH:17]=1)([O-:15])=[O:14]. The yield is 0.590.